Dataset: NCI-60 drug combinations with 297,098 pairs across 59 cell lines. Task: Regression. Given two drug SMILES strings and cell line genomic features, predict the synergy score measuring deviation from expected non-interaction effect. (1) Drug 1: C1CNP(=O)(OC1)N(CCCl)CCCl. Drug 2: C1CCC(C(C1)N)N.C(=O)(C(=O)[O-])[O-].[Pt+4]. Cell line: MOLT-4. Synergy scores: CSS=35.9, Synergy_ZIP=0.181, Synergy_Bliss=-4.28, Synergy_Loewe=-62.7, Synergy_HSA=-8.35. (2) Synergy scores: CSS=14.4, Synergy_ZIP=13.1, Synergy_Bliss=16.1, Synergy_Loewe=3.46, Synergy_HSA=8.15. Drug 2: CC1=C(C(=CC=C1)Cl)NC(=O)C2=CN=C(S2)NC3=CC(=NC(=N3)C)N4CCN(CC4)CCO. Cell line: TK-10. Drug 1: CC1=C(C=C(C=C1)NC(=O)C2=CC=C(C=C2)CN3CCN(CC3)C)NC4=NC=CC(=N4)C5=CN=CC=C5. (3) Drug 1: CC1CCC2CC(C(=CC=CC=CC(CC(C(=O)C(C(C(=CC(C(=O)CC(OC(=O)C3CCCCN3C(=O)C(=O)C1(O2)O)C(C)CC4CCC(C(C4)OC)O)C)C)O)OC)C)C)C)OC. Drug 2: CS(=O)(=O)OCCCCOS(=O)(=O)C. Cell line: SR. Synergy scores: CSS=60.1, Synergy_ZIP=-1.01, Synergy_Bliss=-1.31, Synergy_Loewe=-6.64, Synergy_HSA=2.92. (4) Drug 1: CCC1=CC2CC(C3=C(CN(C2)C1)C4=CC=CC=C4N3)(C5=C(C=C6C(=C5)C78CCN9C7C(C=CC9)(C(C(C8N6C)(C(=O)OC)O)OC(=O)C)CC)OC)C(=O)OC.C(C(C(=O)O)O)(C(=O)O)O. Drug 2: C1C(C(OC1N2C=NC3=C2NC=NCC3O)CO)O. Cell line: NCI-H460. Synergy scores: CSS=51.0, Synergy_ZIP=-0.252, Synergy_Bliss=-0.150, Synergy_Loewe=-35.8, Synergy_HSA=0.696. (5) Drug 1: C1=CC(=CC=C1CCCC(=O)O)N(CCCl)CCCl. Drug 2: COCCOC1=C(C=C2C(=C1)C(=NC=N2)NC3=CC=CC(=C3)C#C)OCCOC.Cl. Cell line: MCF7. Synergy scores: CSS=28.4, Synergy_ZIP=-1.40, Synergy_Bliss=1.21, Synergy_Loewe=0.818, Synergy_HSA=1.94. (6) Drug 1: C1CC(=O)NC(=O)C1N2CC3=C(C2=O)C=CC=C3N. Drug 2: CN(C)C1=NC(=NC(=N1)N(C)C)N(C)C. Cell line: EKVX. Synergy scores: CSS=1.15, Synergy_ZIP=0.462, Synergy_Bliss=-0.729, Synergy_Loewe=-1.68, Synergy_HSA=-2.76. (7) Drug 1: CC12CCC(CC1=CCC3C2CCC4(C3CC=C4C5=CN=CC=C5)C)O. Drug 2: CC1OCC2C(O1)C(C(C(O2)OC3C4COC(=O)C4C(C5=CC6=C(C=C35)OCO6)C7=CC(=C(C(=C7)OC)O)OC)O)O. Cell line: LOX IMVI. Synergy scores: CSS=37.5, Synergy_ZIP=0.399, Synergy_Bliss=-1.94, Synergy_Loewe=1.91, Synergy_HSA=4.23. (8) Drug 1: CC(C1=C(C=CC(=C1Cl)F)Cl)OC2=C(N=CC(=C2)C3=CN(N=C3)C4CCNCC4)N. Drug 2: C1CNP(=O)(OC1)N(CCCl)CCCl. Cell line: NCI-H226. Synergy scores: CSS=-1.04, Synergy_ZIP=2.23, Synergy_Bliss=2.81, Synergy_Loewe=-9.15, Synergy_HSA=-0.950. (9) Drug 1: CCC1=C2CN3C(=CC4=C(C3=O)COC(=O)C4(CC)O)C2=NC5=C1C=C(C=C5)O. Drug 2: C1CN1C2=NC(=NC(=N2)N3CC3)N4CC4. Cell line: SK-MEL-2. Synergy scores: CSS=25.8, Synergy_ZIP=-3.93, Synergy_Bliss=4.74, Synergy_Loewe=-1.07, Synergy_HSA=0.0687. (10) Drug 1: C1CN(CCN1C(=O)CCBr)C(=O)CCBr. Drug 2: COCCOC1=C(C=C2C(=C1)C(=NC=N2)NC3=CC=CC(=C3)C#C)OCCOC.Cl. Cell line: NCI-H522. Synergy scores: CSS=34.7, Synergy_ZIP=-12.5, Synergy_Bliss=-2.00, Synergy_Loewe=2.40, Synergy_HSA=3.20.